Predict hERG channel inhibition at various concentrations. From a dataset of hERG Central: cardiac toxicity at 1µM, 10µM, and general inhibition. (1) The compound is Cc1ccc(C(C)C)c(OCc2nn(CC(=O)c3ccc(OC(F)F)cc3)c3[n+]2CCCCC3)c1.[Br-]. Results: hERG_inhib (hERG inhibition (general)): blocker. (2) The molecule is Cc1ccc(CNC(=O)CCC2CCCN(Cc3cccc4c3OCO4)C2)o1. Results: hERG_inhib (hERG inhibition (general)): blocker.